The task is: Predict which catalyst facilitates the given reaction.. This data is from Catalyst prediction with 721,799 reactions and 888 catalyst types from USPTO. Reactant: Br[C:2]1[CH:3]=[CH:4][C:5]([CH:20]([CH3:22])[CH3:21])=[C:6]([S:8]([NH:11][CH2:12][CH2:13][C:14]2[CH:19]=[CH:18][CH:17]=[CH:16][N:15]=2)(=[O:10])=[O:9])[CH:7]=1.C[Mg]Br.C1(C)C=CC=CC=1.C1COCC1.C([Li])CCC.CCCCCC.[S:49](F)([C:52]1[C:64]2[CH:63]=[CH:62][CH:61]=[C:57]([N:58]([CH3:60])[CH3:59])[C:56]=2[CH:55]=[CH:54][CH:53]=1)(=[O:51])=[O:50]. Product: [CH3:59][N:58]([CH3:60])[C:57]1[CH:61]=[CH:62][CH:63]=[C:64]2[C:56]=1[CH:55]=[CH:54][CH:53]=[C:52]2[S:49]([C:2]1[CH:3]=[CH:4][C:5]([CH:20]([CH3:22])[CH3:21])=[C:6]([S:8]([NH:11][CH2:12][CH2:13][C:14]2[CH:19]=[CH:18][CH:17]=[CH:16][N:15]=2)(=[O:10])=[O:9])[CH:7]=1)(=[O:51])=[O:50]. The catalyst class is: 1.